This data is from Full USPTO retrosynthesis dataset with 1.9M reactions from patents (1976-2016). The task is: Predict the reactants needed to synthesize the given product. (1) Given the product [F:86][C:87]([F:92])([F:91])[C:88]([OH:90])=[O:89].[F:86][C:87]([F:92])([F:91])[C:88]([OH:90])=[O:89].[NH2:31][C@H:22]([C:21](=[O:39])[NH:20][C@@H:19]([CH3:40])[C:18](=[O:41])[O:17][C@@H:16]([CH2:15][O:14][C:13]1[CH:12]=[CH:11][C:10]([C:6]2[C:5]([C:70]#[N:71])=[C:4]([S:72][CH2:73][C:74]3[N:75]=[C:76]([C:79]4[CH:80]=[CH:81][C:82]([Cl:85])=[CH:83][CH:84]=4)[O:77][CH:78]=3)[N:3]=[C:2]([NH2:1])[C:7]=2[C:8]#[N:9])=[CH:69][CH:68]=1)[CH2:42][O:43][C:44](=[O:67])[C@H:45]([CH3:66])[NH:46][C:47](=[O:65])[C@@H:48]([NH2:57])[CH2:49][C:50]([OH:52])=[O:51])[CH2:23][C:24]([OH:26])=[O:25], predict the reactants needed to synthesize it. The reactants are: [NH2:1][C:2]1[C:7]([C:8]#[N:9])=[C:6]([C:10]2[CH:69]=[CH:68][C:13]([O:14][CH2:15][C@@H:16]([CH2:42][O:43][C:44](=[O:67])[C@H:45]([CH3:66])[NH:46][C:47](=[O:65])[C@@H:48]([NH:57]C(OC(C)(C)C)=O)[CH2:49][C:50]([O:52]C(C)(C)C)=[O:51])[O:17][C:18](=[O:41])[C@H:19]([CH3:40])[NH:20][C:21](=[O:39])[C@@H:22]([NH:31]C(OC(C)(C)C)=O)[CH2:23][C:24]([O:26]C(C)(C)C)=[O:25])=[CH:12][CH:11]=2)[C:5]([C:70]#[N:71])=[C:4]([S:72][CH2:73][C:74]2[N:75]=[C:76]([C:79]3[CH:84]=[CH:83][C:82]([Cl:85])=[CH:81][CH:80]=3)[O:77][CH:78]=2)[N:3]=1.[F:86][C:87]([F:92])([F:91])[C:88]([OH:90])=[O:89]. (2) Given the product [Cl:32][C:33]1[CH:40]=[CH:39][CH:38]=[CH:37][C:34]=1[CH2:35][NH:36][C:22](=[O:23])[C:21]1[CH:20]=[CH:19][C:18]([C:16]2[CH:15]=[N:14][C:10]3[NH:11][CH2:12][CH2:13][N:8]([CH2:7][C:6]4[CH:27]=[C:2]([Cl:1])[CH:3]=[CH:4][C:5]=4[C:28]([F:29])([F:31])[F:30])[C:9]=3[CH:17]=2)=[CH:26][CH:25]=1, predict the reactants needed to synthesize it. The reactants are: [Cl:1][C:2]1[CH:3]=[CH:4][C:5]([C:28]([F:31])([F:30])[F:29])=[C:6]([CH:27]=1)[CH2:7][N:8]1[CH2:13][CH2:12][NH:11][C:10]2[N:14]=[CH:15][C:16]([C:18]3[CH:26]=[CH:25][C:21]([C:22](O)=[O:23])=[CH:20][CH:19]=3)=[CH:17][C:9]1=2.[Cl:32][C:33]1[CH:40]=[CH:39][CH:38]=[CH:37][C:34]=1[CH2:35][NH2:36]. (3) The reactants are: [CH3:1][C:2]([CH3:26])([CH3:25])[CH2:3][NH:4][C:5]([C:7]1[CH:8]=[CH:9][C:10]([C:13]2[CH:14]=[C:15]([CH:20]=[C:21]([F:24])[C:22]=2[CH3:23])[C:16]([O:18]C)=[O:17])=[N:11][CH:12]=1)=[O:6].C1COCC1.[OH-].[Li+].Cl. Given the product [CH3:1][C:2]([CH3:26])([CH3:25])[CH2:3][NH:4][C:5]([C:7]1[CH:8]=[CH:9][C:10]([C:13]2[CH:14]=[C:15]([CH:20]=[C:21]([F:24])[C:22]=2[CH3:23])[C:16]([OH:18])=[O:17])=[N:11][CH:12]=1)=[O:6], predict the reactants needed to synthesize it.